Task: Regression. Given two drug SMILES strings and cell line genomic features, predict the synergy score measuring deviation from expected non-interaction effect.. Dataset: NCI-60 drug combinations with 297,098 pairs across 59 cell lines (1) Drug 1: CCC(=C(C1=CC=CC=C1)C2=CC=C(C=C2)OCCN(C)C)C3=CC=CC=C3.C(C(=O)O)C(CC(=O)O)(C(=O)O)O. Drug 2: CC1CCC2CC(C(=CC=CC=CC(CC(C(=O)C(C(C(=CC(C(=O)CC(OC(=O)C3CCCCN3C(=O)C(=O)C1(O2)O)C(C)CC4CCC(C(C4)OC)OCCO)C)C)O)OC)C)C)C)OC. Cell line: A498. Synergy scores: CSS=10.3, Synergy_ZIP=4.61, Synergy_Bliss=7.18, Synergy_Loewe=3.93, Synergy_HSA=4.91. (2) Drug 1: CCC1=C2CN3C(=CC4=C(C3=O)COC(=O)C4(CC)O)C2=NC5=C1C=C(C=C5)O. Drug 2: CC1C(C(CC(O1)OC2CC(CC3=C2C(=C4C(=C3O)C(=O)C5=C(C4=O)C(=CC=C5)OC)O)(C(=O)CO)O)N)O.Cl. Cell line: SF-539. Synergy scores: CSS=65.1, Synergy_ZIP=0.669, Synergy_Bliss=1.44, Synergy_Loewe=-5.22, Synergy_HSA=5.74. (3) Drug 1: CCCCC(=O)OCC(=O)C1(CC(C2=C(C1)C(=C3C(=C2O)C(=O)C4=C(C3=O)C=CC=C4OC)O)OC5CC(C(C(O5)C)O)NC(=O)C(F)(F)F)O. Drug 2: CN1C2=C(C=C(C=C2)N(CCCl)CCCl)N=C1CCCC(=O)O.Cl. Cell line: SK-MEL-5. Synergy scores: CSS=15.4, Synergy_ZIP=-0.227, Synergy_Bliss=5.47, Synergy_Loewe=3.85, Synergy_HSA=3.16. (4) Drug 1: C1=CN(C(=O)N=C1N)C2C(C(C(O2)CO)O)O.Cl. Drug 2: CC1=C2C(C(=O)C3(C(CC4C(C3C(C(C2(C)C)(CC1OC(=O)C(C(C5=CC=CC=C5)NC(=O)C6=CC=CC=C6)O)O)OC(=O)C7=CC=CC=C7)(CO4)OC(=O)C)O)C)OC(=O)C. Cell line: OVCAR-8. Synergy scores: CSS=47.9, Synergy_ZIP=-1.61, Synergy_Bliss=-1.38, Synergy_Loewe=-0.716, Synergy_HSA=2.29. (5) Drug 1: CC1=C(C(=CC=C1)Cl)NC(=O)C2=CN=C(S2)NC3=CC(=NC(=N3)C)N4CCN(CC4)CCO. Drug 2: CCC1(C2=C(COC1=O)C(=O)N3CC4=CC5=C(C=CC(=C5CN(C)C)O)N=C4C3=C2)O.Cl. Cell line: EKVX. Synergy scores: CSS=10.3, Synergy_ZIP=-3.11, Synergy_Bliss=4.84, Synergy_Loewe=1.92, Synergy_HSA=3.34. (6) Drug 1: CCN(CC)CCNC(=O)C1=C(NC(=C1C)C=C2C3=C(C=CC(=C3)F)NC2=O)C. Drug 2: CCC1(C2=C(COC1=O)C(=O)N3CC4=CC5=C(C=CC(=C5CN(C)C)O)N=C4C3=C2)O.Cl. Cell line: M14. Synergy scores: CSS=36.9, Synergy_ZIP=-3.01, Synergy_Bliss=-1.01, Synergy_Loewe=-8.46, Synergy_HSA=0.204. (7) Drug 1: CN(CC1=CN=C2C(=N1)C(=NC(=N2)N)N)C3=CC=C(C=C3)C(=O)NC(CCC(=O)O)C(=O)O. Drug 2: C1CN(CCN1C(=O)CCBr)C(=O)CCBr. Cell line: SR. Synergy scores: CSS=79.7, Synergy_ZIP=0.590, Synergy_Bliss=0.504, Synergy_Loewe=-0.584, Synergy_HSA=1.32. (8) Drug 1: COC1=C(C=C2C(=C1)N=CN=C2NC3=CC(=C(C=C3)F)Cl)OCCCN4CCOCC4. Drug 2: CC(C)NC(=O)C1=CC=C(C=C1)CNNC.Cl. Cell line: NCI-H522. Synergy scores: CSS=31.8, Synergy_ZIP=1.33, Synergy_Bliss=0.969, Synergy_Loewe=-16.8, Synergy_HSA=0.0897. (9) Drug 2: CC12CCC3C(C1CCC2OP(=O)(O)O)CCC4=C3C=CC(=C4)OC(=O)N(CCCl)CCCl.[Na+]. Cell line: EKVX. Drug 1: CN1C(=O)N2C=NC(=C2N=N1)C(=O)N. Synergy scores: CSS=1.24, Synergy_ZIP=2.28, Synergy_Bliss=5.87, Synergy_Loewe=0.920, Synergy_HSA=1.58.